From a dataset of Peptide-MHC class I binding affinity with 185,985 pairs from IEDB/IMGT. Regression. Given a peptide amino acid sequence and an MHC pseudo amino acid sequence, predict their binding affinity value. This is MHC class I binding data. (1) The MHC is HLA-A11:01 with pseudo-sequence HLA-A11:01. The peptide sequence is RAPKVRLSL. The binding affinity (normalized) is 0.0847. (2) The peptide sequence is FIRDCSVAL. The MHC is HLA-B35:01 with pseudo-sequence HLA-B35:01. The binding affinity (normalized) is 0.399. (3) The peptide sequence is GAAQYIGLV. The MHC is HLA-A02:02 with pseudo-sequence HLA-A02:02. The binding affinity (normalized) is 0.235. (4) The peptide sequence is YVVKYPNL. The MHC is H-2-Kb with pseudo-sequence H-2-Kb. The binding affinity (normalized) is 0.602. (5) The peptide sequence is GLYPLAIPV. The MHC is HLA-A02:06 with pseudo-sequence HLA-A02:06. The binding affinity (normalized) is 0.554. (6) The peptide sequence is SSSSKAPPPSL. The MHC is Mamu-A02 with pseudo-sequence Mamu-A02. The binding affinity (normalized) is 0.236. (7) The peptide sequence is CDKHYWDAIRF. The MHC is Mamu-B52 with pseudo-sequence Mamu-B52. The binding affinity (normalized) is 0.402.